From a dataset of Catalyst prediction with 721,799 reactions and 888 catalyst types from USPTO. Predict which catalyst facilitates the given reaction. (1) Reactant: [CH3:1][N:2]1[C:7](=[O:8])[N:6]2[CH:9]=[N:10][C:11]([C:12](=[S:14])[NH2:13])=[C:5]2[N:4]=[N:3]1.[CH3:15][I:16]. Product: [IH:16].[CH3:1][N:2]1[C:7](=[O:8])[N:6]2[CH:9]=[N:10][C:11]([C:12]([S:14][CH3:15])=[NH:13])=[C:5]2[N:4]=[N:3]1. The catalyst class is: 10. (2) Reactant: [CH:1]([NH:3][CH2:4][C:5]1[S:6][CH:7]=[CH:8][N:9]=1)=[O:2].O.O.P([O-])(O)(O)=O.[Na+].[Br-:18].[Na+].BrBr.[OH-].[Na+].S([O-])([O-])=O.[Na+].[Na+]. Product: [Br:18][C:7]1[S:6][C:5]([CH2:4][NH:3][CH:1]=[O:2])=[N:9][CH:8]=1. The catalyst class is: 132.